This data is from Forward reaction prediction with 1.9M reactions from USPTO patents (1976-2016). The task is: Predict the product of the given reaction. (1) Given the reactants [C:1]([O:5][C:6]([N:8]1[CH2:39][CH2:38][C:11]2([C:15](=[O:16])[N:14]([C:17]3[CH:22]=[CH:21][C:20]([CH:23]4[CH2:28][CH2:27][CH:26]([O:29][Si](C(C)(C)C)(C)C)[CH2:25][CH2:24]4)=[CH:19][C:18]=3[F:37])[CH2:13][CH2:12]2)[CH2:10][CH2:9]1)=[O:7])([CH3:4])([CH3:3])[CH3:2].CCCC[N+](CCCC)(CCCC)CCCC.[F-].CO, predict the reaction product. The product is: [C:1]([O:5][C:6]([N:8]1[CH2:9][CH2:10][C:11]2([C:15](=[O:16])[N:14]([C:17]3[CH:22]=[CH:21][C:20]([CH:23]4[CH2:28][CH2:27][CH:26]([OH:29])[CH2:25][CH2:24]4)=[CH:19][C:18]=3[F:37])[CH2:13][CH2:12]2)[CH2:38][CH2:39]1)=[O:7])([CH3:4])([CH3:2])[CH3:3]. (2) Given the reactants [CH3:1][N:2]1[CH:6]=[CH:5][N:4]=[C:3]1[CH:7]=O.[NH2:9][CH2:10][C:11]1[CH:38]=[CH:37][C:14]([CH2:15][N:16]([CH2:27][C:28]2[NH:32][C:31]3[CH:33]=[CH:34][CH:35]=[CH:36][C:30]=3[N:29]=2)[CH:17]2[C:26]3[N:25]=[CH:24][CH:23]=[CH:22][C:21]=3[CH2:20][CH2:19][CH2:18]2)=[CH:13][CH:12]=1.[BH4-].[Na+], predict the reaction product. The product is: [NH:29]1[C:30]2[CH:36]=[CH:35][CH:34]=[CH:33][C:31]=2[N:32]=[C:28]1[CH2:27][N:16]([CH2:15][C:14]1[CH:37]=[CH:38][C:11]([CH2:10][NH:9][CH2:7][C:3]2[N:2]([CH3:1])[CH:6]=[CH:5][N:4]=2)=[CH:12][CH:13]=1)[CH:17]1[C:26]2[N:25]=[CH:24][CH:23]=[CH:22][C:21]=2[CH2:20][CH2:19][CH2:18]1. (3) Given the reactants [CH2:1]([NH:3][C:4](=[O:43])[NH:5][C:6]1[N:11]=[CH:10][C:9]([C:12]2[CH:13]=[C:14]3[C:19](=[CH:20][CH:21]=2)[N:18]([CH2:22][C@H:23]2[CH2:27][CH2:26][NH:25][CH2:24]2)[CH:17]=[C:16]([C:28]([O:30][CH2:31][CH3:32])=[O:29])[C:15]3=[O:33])=[C:8]([C:34]2[S:35][CH:36]=[C:37]([C:39]([F:42])([F:41])[F:40])[N:38]=2)[CH:7]=1)[CH3:2].Cl.O.[N:46]1([CH2:52][CH:53]=O)[CH2:51][CH2:50][O:49][CH2:48][CH2:47]1.C([BH3-])#N, predict the reaction product. The product is: [CH2:1]([NH:3][C:4](=[O:43])[NH:5][C:6]1[N:11]=[CH:10][C:9]([C:12]2[CH:13]=[C:14]3[C:19](=[CH:20][CH:21]=2)[N:18]([CH2:22][C@H:23]2[CH2:27][CH2:26][N:25]([CH2:53][CH2:52][N:46]4[CH2:51][CH2:50][O:49][CH2:48][CH2:47]4)[CH2:24]2)[CH:17]=[C:16]([C:28]([O:30][CH2:31][CH3:32])=[O:29])[C:15]3=[O:33])=[C:8]([C:34]2[S:35][CH:36]=[C:37]([C:39]([F:42])([F:41])[F:40])[N:38]=2)[CH:7]=1)[CH3:2]. (4) The product is: [CH2:34]([O:33][C:31]([C:30]1[C:29]([CH3:36])=[N:1][C:2]2[C:3]([C:26]=1[NH2:27])=[C:4]([O:5][CH2:6][CH:7]1[CH2:8][CH2:9][NH:10][CH2:11][CH2:12]1)[CH:23]=[CH:24][CH:25]=2)=[O:32])[CH3:35]. Given the reactants [NH2:1][C:2]1[C:3]([C:26]#[N:27])=[C:4]([CH:23]=[CH:24][CH:25]=1)[O:5][CH2:6][CH:7]1[CH2:12][CH2:11][N:10](C(OCC2C=CC=CC=2)=O)[CH2:9][CH2:8]1.O=[C:29]([CH3:36])[CH2:30][C:31]([O:33][CH2:34][CH3:35])=[O:32], predict the reaction product. (5) Given the reactants BrC1C=C(N2[C:14]3=[N:15][CH:16]=[CH:17][C:18]([C:19]4[CH:20]=[N:21][C:22]5[C:27]([CH:28]=4)=[CH:26][CH:25]=[CH:24][CH:23]=5)=[C:13]3C(CC)=C2)C=CC=1C#N.[NH2:31][CH2:32][CH2:33][CH2:34][CH2:35]O.C(C1C2C(=NC=CC=2C2C=NC3C(C=2)=CC=CC=3)N([C:58]2[CH:65]=[CH:64][C:61]([C:62]#[N:63])=[C:60]([NH:66][CH2:67][CH2:68][CH2:69][CH2:70][OH:71])[CH:59]=2)C=1)C, predict the reaction product. The product is: [CH2:34]([C:33]1[C:13]2[C:14](=[N:15][CH:16]=[CH:17][C:18]=2[C:19]2[CH:20]=[N:21][C:22]3[C:27]([CH:28]=2)=[CH:26][CH:25]=[CH:24][CH:23]=3)[N:31]([C:59]2[C:60]([NH:66][CH2:67][CH2:68][CH2:69][CH2:70][OH:71])=[C:61]([CH:64]=[CH:65][CH:58]=2)[C:62]#[N:63])[CH:32]=1)[CH3:35]. (6) Given the reactants [CH3:1][O:2][C:3]([C:5]1[CH:6]=[C:7]([CH:36]=[CH:37][CH:38]=1)[CH2:8][N:9]1[CH2:13][CH:12]([C:14]2[CH:19]=[CH:18][CH:17]=[CH:16][CH:15]=2)[C:11]2([CH2:24][CH2:23][N:22](C(OCC3C=CC=CC=3)=O)[CH2:21][CH2:20]2)[C:10]1=[O:35])=[O:4], predict the reaction product. The product is: [O:35]=[C:10]1[C:11]2([CH2:24][CH2:23][NH:22][CH2:21][CH2:20]2)[CH:12]([C:14]2[CH:19]=[CH:18][CH:17]=[CH:16][CH:15]=2)[CH2:13][N:9]1[CH2:8][C:7]1[CH:6]=[C:5]([CH:38]=[CH:37][CH:36]=1)[C:3]([O:2][CH3:1])=[O:4]. (7) Given the reactants [OH-].[Na+].S(O)(O)(=O)=O.[CH3:8][S:9][C:10](=[NH:12])[NH2:11].CC(OC)(C)C.C1COCC1.[NH2:24][C:25]1[C:26]([C:33](OC(C)=CC(=O)NC(C)(C)C)=[O:34])=[N:27][C:28]([Cl:32])=[C:29]([NH2:31])[N:30]=1, predict the reaction product. The product is: [NH2:24][C:25]1[C:26]([C:33]([NH:12][C:10]([S:9][CH3:8])=[NH:11])=[O:34])=[N:27][C:28]([Cl:32])=[C:29]([NH2:31])[N:30]=1. (8) The product is: [F:23][CH:2]1[CH2:6][CH2:5][CH:4]([C:7]([O:9][CH2:10][C:11]2[CH:16]=[CH:15][CH:14]=[CH:13][CH:12]=2)=[O:8])[CH2:3]1. Given the reactants O[CH:2]1[CH2:6][CH2:5][CH:4]([C:7]([O:9][CH2:10][C:11]2[CH:16]=[CH:15][CH:14]=[CH:13][CH:12]=2)=[O:8])[CH2:3]1.CCN(S(F)(F)[F:23])CC, predict the reaction product. (9) Given the reactants [C:1]([C:3]1[CH:4]=[C:5]([C:13]2[O:17][N:16]=[C:15]([C:18]3[CH:26]=[CH:25][CH:24]=[C:23]4[C:19]=3[CH2:20][CH2:21][C@@H:22]4[NH:27][S:28]([CH2:31][C:32](O)=[O:33])(=[O:30])=[O:29])[N:14]=2)[CH:6]=[CH:7][C:8]=1[O:9][CH:10]([CH3:12])[CH3:11])#[N:2].ON1C2C=CC=CC=2N=N1.C(Cl)CCl.[CH3:49][NH:50][CH3:51], predict the reaction product. The product is: [C:1]([C:3]1[CH:4]=[C:5]([C:13]2[O:17][N:16]=[C:15]([C:18]3[CH:26]=[CH:25][CH:24]=[C:23]4[C:19]=3[CH2:20][CH2:21][C@@H:22]4[NH:27][S:28]([CH2:31][C:32]([N:50]([CH3:51])[CH3:49])=[O:33])(=[O:29])=[O:30])[N:14]=2)[CH:6]=[CH:7][C:8]=1[O:9][CH:10]([CH3:12])[CH3:11])#[N:2].